This data is from Catalyst prediction with 721,799 reactions and 888 catalyst types from USPTO. The task is: Predict which catalyst facilitates the given reaction. (1) Reactant: Br.Br[CH2:3][C:4]([C:6]1[CH:11]=[CH:10][N:9]=[CH:8][CH:7]=1)=O.[CH3:12][O:13][C:14]1[CH:15]=[C:16]([NH:22][C:23]([NH2:25])=[S:24])[CH:17]=[C:18]([O:20][CH3:21])[CH:19]=1.N. Product: [CH3:12][O:13][C:14]1[CH:15]=[C:16]([NH:22][C:23]2[S:24][CH:3]=[C:4]([C:6]3[CH:11]=[CH:10][N:9]=[CH:8][CH:7]=3)[N:25]=2)[CH:17]=[C:18]([O:20][CH3:21])[CH:19]=1. The catalyst class is: 88. (2) Reactant: [F:1][C:2]([F:32])([F:31])[C:3]1[CH:8]=[CH:7][C:6]([C:9]2[C:10]([C:15]([NH:17][C:18]3[CH:27]=[C:26]4[C:21]([CH:22]=[C:23]([C:28]([OH:30])=O)[CH:24]=[N:25]4)=[CH:20][CH:19]=3)=[O:16])=[CH:11][CH:12]=[CH:13][CH:14]=2)=[CH:5][CH:4]=1.[NH2:33][C@H:34]([C:42]([NH2:44])=[O:43])[CH2:35][C:36]1[CH:41]=[CH:40][CH:39]=[CH:38][CH:37]=1.Cl.CN(C)CCCN=C=NCC.ON1C2C=CC=CC=2N=N1.C(N(CC)CC)C. Product: [C:42]([CH:34]([NH:33][C:28]([C:23]1[CH:24]=[N:25][C:26]2[C:21]([CH:22]=1)=[CH:20][CH:19]=[C:18]([NH:17][C:15]([C:10]1[C:9]([C:6]3[CH:7]=[CH:8][C:3]([C:2]([F:31])([F:32])[F:1])=[CH:4][CH:5]=3)=[CH:14][CH:13]=[CH:12][CH:11]=1)=[O:16])[CH:27]=2)=[O:30])[CH2:35][C:36]1[CH:41]=[CH:40][CH:39]=[CH:38][CH:37]=1)(=[O:43])[NH2:44]. The catalyst class is: 4. (3) Reactant: [OH:1][C:2]1[CH:28]=[CH:27][C:5]2[N:6]=[C:7]([N:9]3[CH2:14][CH2:13][CH:12]([O:15][CH2:16][C@@H:17]([NH:19][C:20](=[O:26])[O:21][C:22]([CH3:25])([CH3:24])[CH3:23])[CH3:18])[CH2:11][CH2:10]3)[O:8][C:4]=2[CH:3]=1.C(=O)([O-])[O-].[K+].[K+].Br[CH2:36][CH:37]1[CH2:39][CH2:38]1. Product: [CH:37]1([CH2:36][O:1][C:2]2[CH:28]=[CH:27][C:5]3[N:6]=[C:7]([N:9]4[CH2:10][CH2:11][CH:12]([O:15][CH2:16][C@@H:17]([NH:19][C:20](=[O:26])[O:21][C:22]([CH3:24])([CH3:23])[CH3:25])[CH3:18])[CH2:13][CH2:14]4)[O:8][C:4]=3[CH:3]=2)[CH2:39][CH2:38]1. The catalyst class is: 39. (4) The catalyst class is: 12. Product: [CH3:17][O:18][N:19]([CH3:20])[C:2]1[N:7]=[C:6]([NH:8][CH:9]2[CH2:11][CH2:10]2)[N:5]=[C:4]([NH:12][CH2:13][C:14]#[CH:15])[N:3]=1. Reactant: Cl[C:2]1[N:7]=[C:6]([NH:8][CH:9]2[CH2:11][CH2:10]2)[N:5]=[C:4]([NH:12][CH2:13][C:14]#[CH:15])[N:3]=1.Cl.[CH3:17][O:18][NH:19][CH3:20].[OH-].[Na+].C([O-])(O)=O.[Na+]. (5) Reactant: [F:1][C:2]1[CH:10]=[C:9]2[C:5]([C:6]([C:18]3[CH:19]=[CH:20][C:21]4[S:25](=[O:27])(=[O:26])[N:24]([CH2:28][CH2:29][N:30]5[CH2:34][CH2:33][O:32][C:31]5=[O:35])[CH:23]([CH3:36])[C:22]=4[CH:37]=3)=[CH:7][N:8]2C(OC(C)(C)C)=O)=[CH:4][CH:3]=1.FC(F)(F)C(O)=O. Product: [F:1][C:2]1[CH:10]=[C:9]2[C:5]([C:6]([C:18]3[CH:19]=[CH:20][C:21]4[S:25](=[O:26])(=[O:27])[N:24]([CH2:28][CH2:29][N:30]5[CH2:34][CH2:33][O:32][C:31]5=[O:35])[CH:23]([CH3:36])[C:22]=4[CH:37]=3)=[CH:7][NH:8]2)=[CH:4][CH:3]=1. The catalyst class is: 4. (6) Reactant: Cl.[CH3:2][N:3]([CH:20]1[CH2:25][CH2:24][NH:23][CH2:22][CH2:21]1)[C:4]([N:6]1[CH:10]=[C:9]([C:11]2[CH:16]=[CH:15][CH:14]=[C:13]([N+:17]([O-:19])=[O:18])[CH:12]=2)[N:8]=[CH:7]1)=[O:5].C(N(CC)C(C)C)(C)C.[CH3:35][O:36][C:37]1[CH:38]=[C:39]([CH:42]=[CH:43][CH:44]=1)[CH:40]=O.C(O[BH-](OC(=O)C)OC(=O)C)(=O)C.[Na+].C(O)(=O)C. Product: [CH3:35][O:36][C:37]1[CH:38]=[C:39]([CH:42]=[CH:43][CH:44]=1)[CH2:40][N:23]1[CH2:24][CH2:25][CH:20]([N:3]([CH3:2])[C:4]([N:6]2[CH:10]=[C:9]([C:11]3[CH:16]=[CH:15][CH:14]=[C:13]([N+:17]([O-:19])=[O:18])[CH:12]=3)[N:8]=[CH:7]2)=[O:5])[CH2:21][CH2:22]1. The catalyst class is: 68. (7) Reactant: [NH:1]1[CH:5]=[CH:4][N:3]=[N:2]1.[C:6]([C:9]1[CH:10]=[CH:11][C:12](Br)=[N:13][CH:14]=1)(=[O:8])[CH3:7].C(=O)([O-])[O-].[K+].[K+].[Cl-].[NH4+]. Product: [C:6]([C:9]1[CH:10]=[CH:11][C:12]([N:1]2[CH:5]=[CH:4][N:3]=[N:2]2)=[N:13][CH:14]=1)(=[O:8])[CH3:7]. The catalyst class is: 35.